Dataset: Peptide-MHC class II binding affinity with 134,281 pairs from IEDB. Task: Regression. Given a peptide amino acid sequence and an MHC pseudo amino acid sequence, predict their binding affinity value. This is MHC class II binding data. (1) The peptide sequence is GAVDIINKWQVVAPQ. The MHC is DRB1_0901 with pseudo-sequence DRB1_0901. The binding affinity (normalized) is 0.0978. (2) The MHC is DRB1_0802 with pseudo-sequence DRB1_0802. The peptide sequence is GELQITDKIDAAFKI. The binding affinity (normalized) is 0.381. (3) The peptide sequence is ISSMLNIMNRRKRSV. The MHC is DRB1_1302 with pseudo-sequence DRB1_1302. The binding affinity (normalized) is 0.411. (4) The peptide sequence is AFKVAATAANAAPAY. The MHC is HLA-DPA10201-DPB11401 with pseudo-sequence HLA-DPA10201-DPB11401. The binding affinity (normalized) is 0.640. (5) The peptide sequence is LLDILDTAGLEEYSAMRD. The MHC is HLA-DPA10201-DPB10101 with pseudo-sequence HLA-DPA10201-DPB10101. The binding affinity (normalized) is 0.436. (6) The MHC is DRB4_0101 with pseudo-sequence DRB4_0103. The peptide sequence is VLVMLVLLILAYRRRWRRLTV. The binding affinity (normalized) is 0.527. (7) The peptide sequence is VMELYADVVPKTAEN. The MHC is DRB1_0901 with pseudo-sequence DRB1_0901. The binding affinity (normalized) is 0.315. (8) The peptide sequence is FRHLAREKNPRLCTK. The MHC is HLA-DQA10303-DQB10402 with pseudo-sequence HLA-DQA10303-DQB10402. The binding affinity (normalized) is 0.294. (9) The peptide sequence is LELKKLGEVSWEEEA. The MHC is DRB5_0101 with pseudo-sequence DRB5_0101. The binding affinity (normalized) is 0. (10) The peptide sequence is GKWLDAKSTWYGKPT. The MHC is DRB3_0202 with pseudo-sequence DRB3_0202. The binding affinity (normalized) is 0.173.